Dataset: Reaction yield outcomes from USPTO patents with 853,638 reactions. Task: Predict the reaction yield, written as a fraction of the theoretical maximum amount of product (1.0 means a 100% yield; for example, 0.34 means a 34% yield). (1) The reactants are C([Li])CCC.Br[C:7]1[CH:8]=[C:9]2[C:13](=[CH:14][CH:15]=1)[NH:12][N:11]=[CH:10]2.CN([CH:19]=[O:20])C. The product is [NH:12]1[C:13]2[C:9](=[CH:8][C:7]([CH:19]=[O:20])=[CH:15][CH:14]=2)[CH:10]=[N:11]1. The catalyst is C1COCC1. The yield is 0.520. (2) The reactants are C[Al](C)C.[NH2:5][C:6]1[CH:13]=[CH:12][C:9]([C:10]#[N:11])=[CH:8][N:7]=1.[Si:14]([O:21][CH2:22][C@H:23]([O:25][CH2:26][C@H:27]([O:32][C:33]1[N:38]=[CH:37][N:36]=[C:35]2[N:39]([C:42]3[C:47]([Cl:48])=[CH:46][CH:45]=[CH:44][N:43]=3)[N:40]=[CH:41][C:34]=12)[C:28](OC)=[O:29])[CH3:24])([C:17]([CH3:20])([CH3:19])[CH3:18])([CH3:16])[CH3:15].C(C(C(C([O-])=O)O)O)([O-])=O.[K+].[Na+]. The catalyst is C(Cl)Cl.C1(C)C=CC=CC=1.CCOC(C)=O. The product is [Si:14]([O:21][CH2:22][C@H:23]([O:25][CH2:26][C@H:27]([O:32][C:33]1[N:38]=[CH:37][N:36]=[C:35]2[N:39]([C:42]3[C:47]([Cl:48])=[CH:46][CH:45]=[CH:44][N:43]=3)[N:40]=[CH:41][C:34]=12)[C:28]([NH:5][C:6]1[CH:13]=[CH:12][C:9]([C:10]#[N:11])=[CH:8][N:7]=1)=[O:29])[CH3:24])([C:17]([CH3:20])([CH3:19])[CH3:18])([CH3:16])[CH3:15]. The yield is 0.564. (3) The reactants are [Cl:1]N1C(=O)CCC1=O.[F:9][C:10]1[CH:34]=[CH:33][C:13]([C:14]([N:16]2[CH2:21][CH2:20][N:19]3[N:22]=[C:23]([CH2:25][O:26][C:27]4[CH:32]=[CH:31][CH:30]=[CH:29][CH:28]=4)[CH:24]=[C:18]3[CH2:17]2)=[O:15])=[CH:12][CH:11]=1. The catalyst is C(Cl)(Cl)Cl. The product is [Cl:1][C:24]1[C:23]([CH2:25][O:26][C:27]2[CH:32]=[CH:31][CH:30]=[CH:29][CH:28]=2)=[N:22][N:19]2[CH2:20][CH2:21][N:16]([C:14]([C:13]3[CH:12]=[CH:11][C:10]([F:9])=[CH:34][CH:33]=3)=[O:15])[CH2:17][C:18]=12. The yield is 0.470. (4) The reactants are [N:1]1[C:10]2[C:9](=O)[CH2:8][CH2:7][CH2:6][C:5]=2[CH:4]=[CH:3][CH:2]=1.[CH3:12][NH2:13].C(O)(=O)C.C(O[BH-](OC(=O)C)OC(=O)C)(=O)C.[Na+]. The catalyst is ClC(Cl)C. The product is [CH3:12][NH:13][CH:9]1[C:10]2[N:1]=[CH:2][CH:3]=[CH:4][C:5]=2[CH2:6][CH2:7][CH2:8]1. The yield is 0.850. (5) The reactants are Br[C:2]1[CH:7]=[CH:6][C:5]([S:8]([NH:11][C@@H:12]([CH3:15])[CH2:13][OH:14])(=[O:10])=[O:9])=[CH:4][CH:3]=1.[F:16][C:17]([F:31])([F:30])[C:18]1[NH:29][C:21]2=[N:22][CH:23]=[CH:24][C:25](B(O)O)=[C:20]2[CH:19]=1.P([O-])([O-])([O-])=O.[K+].[K+].[K+]. The catalyst is O1CCOCC1.O.C(Cl)Cl.Cl[Pd-](P(C1CC2CC1CC2)C1CC2CC1CC2)C1C=CC=CC=1C1C=CC=CC=1N(C)C. The product is [OH:14][CH2:13][C@@H:12]([NH:11][S:8]([C:5]1[CH:6]=[CH:7][C:2]([C:25]2[CH:24]=[CH:23][N:22]=[C:21]3[NH:29][C:18]([C:17]([F:30])([F:31])[F:16])=[CH:19][C:20]=23)=[CH:3][CH:4]=1)(=[O:10])=[O:9])[CH3:15]. The yield is 0.440.